From a dataset of Forward reaction prediction with 1.9M reactions from USPTO patents (1976-2016). Predict the product of the given reaction. (1) Given the reactants [Cl:1][C:2]1[S:9][C:8]2[CH:7]=[C:6]([C:10]([O:12]C)=[O:11])[NH:5][C:4]=2[C:3]=1[Cl:14].[OH-].[Li+], predict the reaction product. The product is: [C:10]([C:6]1[NH:5][C:4]2[C:3]([Cl:14])=[C:2]([Cl:1])[S:9][C:8]=2[CH:7]=1)([OH:12])=[O:11]. (2) Given the reactants [NH2:1][C:2]1[C:11]2[C:6](=[CH:7][CH:8]=[CH:9][CH:10]=2)[C:5]([S:12]([OH:15])(=[O:14])=[O:13])=[CH:4][CH:3]=1.[Cl:16][N:17]1[N:22]=[C:21](Cl)[CH:20]=[C:19]([NH:24][C:25]2[CH:26]=[C:27]([S:52]([OH:55])(=[O:54])=[O:53])[C:28]([CH:31]=[CH:32][C:33]3[C:34]([S:48]([OH:51])(=[O:50])=[O:49])=[CH:35][C:36]([NH:39][C:40]4[NH:45][N:44]([Cl:46])[N:43]=[C:42](Cl)[CH:41]=4)=[CH:37][CH:38]=3)=[CH:29][CH:30]=2)[NH:18]1, predict the reaction product. The product is: [Cl:16][N:17]1[N:22]=[C:21]([NH:1][C:2]2[C:11]3[C:6](=[CH:7][CH:8]=[CH:9][CH:10]=3)[C:5]([S:12]([OH:15])(=[O:13])=[O:14])=[CH:4][CH:3]=2)[CH:20]=[C:19]([NH:24][C:25]2[CH:26]=[C:27]([S:52]([OH:55])(=[O:54])=[O:53])[C:28]([CH:31]=[CH:32][C:33]3[C:34]([S:48]([OH:51])(=[O:50])=[O:49])=[CH:35][C:36]([NH:39][C:40]4[NH:45][N:44]([Cl:46])[N:43]=[C:42]([NH:1][C:2]5[C:11]6[C:6](=[CH:7][CH:8]=[CH:9][CH:10]=6)[C:5]([S:12]([OH:15])(=[O:13])=[O:14])=[CH:4][CH:3]=5)[CH:41]=4)=[CH:37][CH:38]=3)=[CH:29][CH:30]=2)[NH:18]1.